From a dataset of Catalyst prediction with 721,799 reactions and 888 catalyst types from USPTO. Predict which catalyst facilitates the given reaction. (1) Reactant: C(=O)([O-])[O-].[K+].[K+].[F:7][C:8]1[CH:9]=[C:10]([C:15]2[N:20]=[C:19]([C:21]([NH2:23])=[O:22])[C:18]([CH3:24])=[N:17][C:16]=2[CH3:25])[CH:11]=[CH:12][C:13]=1[OH:14].C1C=CC(N([S:33]([C:36]([F:39])([F:38])[F:37])(=[O:35])=[O:34])[S:33]([C:36]([F:39])([F:38])[F:37])(=[O:35])=[O:34])=CC=1. Product: [C:21]([C:19]1[N:20]=[C:15]([C:10]2[CH:11]=[CH:12][C:13]([O:14][S:33]([C:36]([F:39])([F:38])[F:37])(=[O:35])=[O:34])=[C:8]([F:7])[CH:9]=2)[C:16]([CH3:25])=[N:17][C:18]=1[CH3:24])(=[O:22])[NH2:23]. The catalyst class is: 1. (2) Reactant: [C:1]([C:5]1[CH:15]=[CH:14][C:8]([O:9][CH2:10][C:11]([OH:13])=O)=[CH:7][CH:6]=1)([CH3:4])([CH3:3])[CH3:2].[NH2:16][C:17]1[CH:18]=[C:19]([CH:23]=[CH:24][N:25]=1)[C:20]([NH2:22])=[O:21].CCN(C(C)C)C(C)C.C1CN([P+](ON2N=NC3C=CC=CC2=3)(N2CCCC2)N2CCCC2)CC1.F[P-](F)(F)(F)(F)F. Product: [C:1]([C:5]1[CH:6]=[CH:7][C:8]([O:9][CH2:10][C:11]([NH:16][C:17]2[CH:18]=[C:19]([CH:23]=[CH:24][N:25]=2)[C:20]([NH2:22])=[O:21])=[O:13])=[CH:14][CH:15]=1)([CH3:2])([CH3:3])[CH3:4]. The catalyst class is: 3. (3) Reactant: [C:1]1([C:7]2[N:8]=[C:9]([NH:12][C:13]3[N:18]=[CH:17][C:16]([S:19][CH2:20][CH2:21]C(OC)=O)=[C:15]([O:26][C:27]4[CH:36]=[CH:35][CH:34]=[C:33]5[C:28]=4[CH:29]=[CH:30][CH:31]=[N:32]5)[CH:14]=3)[S:10][CH:11]=2)[CH:6]=[CH:5][CH:4]=[CH:3][CH:2]=1.CC([O-])(C)C.[K+].BrCC1[CH2:50][CH2:49][N:48]([C:51]([O:53][C:54]([CH3:57])([CH3:56])[CH3:55])=[O:52])[CH2:47][CH2:46]1. Product: [C:1]1([C:7]2[N:8]=[C:9]([NH:12][C:13]3[N:18]=[CH:17][C:16]([S:19][CH2:20][CH:21]4[CH2:50][CH2:49][N:48]([C:51]([O:53][C:54]([CH3:56])([CH3:55])[CH3:57])=[O:52])[CH2:47][CH2:46]4)=[C:15]([O:26][C:27]4[CH:36]=[CH:35][CH:34]=[C:33]5[C:28]=4[CH:29]=[CH:30][CH:31]=[N:32]5)[CH:14]=3)[S:10][CH:11]=2)[CH:2]=[CH:3][CH:4]=[CH:5][CH:6]=1. The catalyst class is: 1.